This data is from Forward reaction prediction with 1.9M reactions from USPTO patents (1976-2016). The task is: Predict the product of the given reaction. (1) Given the reactants O1CCCC1.C[Si](C)(C)[N-][Si](C)(C)C.[Li+].CO[C:18](=[O:22])[CH2:19][CH2:20][OH:21].[N+:23]([C:26]1[CH:33]=[C:32]([N+:34]([O-:36])=[O:35])[CH:31]=[CH:30][C:27]=1[CH:28]=O)([O-])=O, predict the reaction product. The product is: [OH:21][CH2:20][C:19]1[C:18](=[O:22])[NH:23][C:26]2[C:27]([CH:28]=1)=[CH:30][CH:31]=[C:32]([N+:34]([O-:36])=[O:35])[CH:33]=2. (2) The product is: [Br:1][C:2]1[C:3]([F:9])=[C:4]([NH:5][S:24]([C:18]2[CH:19]=[C:20]([F:23])[CH:21]=[CH:22][C:17]=2[F:16])(=[O:26])=[O:25])[CH:6]=[CH:7][CH:8]=1. Given the reactants [Br:1][C:2]1[C:3]([F:9])=[C:4]([CH:6]=[CH:7][CH:8]=1)[NH2:5].N1C=CC=CC=1.[F:16][C:17]1[CH:22]=[CH:21][C:20]([F:23])=[CH:19][C:18]=1[S:24](Cl)(=[O:26])=[O:25], predict the reaction product. (3) Given the reactants Cl[C:2]1[N:7]=[C:6]([C:8]#[N:9])[CH:5]=[CH:4][N:3]=1.C(=O)([O-])[O-].[K+].[K+].[NH:16]1[CH2:21][CH2:20][NH:19][CH2:18][CH2:17]1, predict the reaction product. The product is: [N:16]1([C:2]2[N:7]=[C:6]([C:8]#[N:9])[CH:5]=[CH:4][N:3]=2)[CH2:21][CH2:20][NH:19][CH2:18][CH2:17]1. (4) Given the reactants [Si:1]([O:18][CH2:19][C:20]([C:23]1[S:24][C:25]([C:28]2[CH:29]=[C:30]([CH:32]=[CH:33][CH:34]=2)[NH2:31])=[CH:26][N:27]=1)([CH3:22])[CH3:21])([C:14]([CH3:17])([CH3:16])[CH3:15])([C:8]1[CH:13]=[CH:12][CH:11]=[CH:10][CH:9]=1)[C:2]1[CH:7]=[CH:6][CH:5]=[CH:4][CH:3]=1.C(=O)([O-])[O-].[Cs+].[Cs+].CC1(C)C2C(=C(P(C3C=CC=CC=3)C3C=CC=CC=3)C=CC=2)OC2C(P(C3C=CC=CC=3)C3C=CC=CC=3)=CC=CC1=2.Cl[C:84]1[N:89]=[C:88]([C:90]([F:93])([F:92])[F:91])[CH:87]=[CH:86][N:85]=1, predict the reaction product. The product is: [Si:1]([O:18][CH2:19][C:20]([C:23]1[S:24][C:25]([C:28]2[CH:29]=[C:30]([NH:31][C:84]3[N:89]=[C:88]([C:90]([F:93])([F:92])[F:91])[CH:87]=[CH:86][N:85]=3)[CH:32]=[CH:33][CH:34]=2)=[CH:26][N:27]=1)([CH3:22])[CH3:21])([C:14]([CH3:15])([CH3:16])[CH3:17])([C:2]1[CH:7]=[CH:6][CH:5]=[CH:4][CH:3]=1)[C:8]1[CH:13]=[CH:12][CH:11]=[CH:10][CH:9]=1. (5) Given the reactants [O:1]1[CH2:6][CH2:5][CH:4]([C:7](Cl)=[O:8])[CH2:3][CH2:2]1.[CH2:10]([NH:12][CH2:13][CH3:14])[CH3:11].C1(C)C=CC=CC=1, predict the reaction product. The product is: [CH2:10]([N:12]([CH2:13][CH3:14])[C:7]([CH:4]1[CH2:5][CH2:6][O:1][CH2:2][CH2:3]1)=[O:8])[CH3:11]. (6) Given the reactants [Cl:1][C:2]1[C:3]([CH3:22])=[C:4]([N:8]2[C:12](=[O:13])[CH2:11][N:10]([C:14](=[O:21])[CH2:15][NH:16][CH2:17][CH2:18][O:19][CH3:20])[CH2:9]2)[CH:5]=[CH:6][CH:7]=1.[Cl:23][C:24]1[CH:25]=[C:26]([S:30](Cl)(=[O:32])=[O:31])[CH:27]=[CH:28][CH:29]=1, predict the reaction product. The product is: [Cl:23][C:24]1[CH:25]=[C:26]([S:30]([N:16]([CH2:15][C:14]([N:10]2[CH2:11][C:12](=[O:13])[N:8]([C:4]3[CH:5]=[CH:6][CH:7]=[C:2]([Cl:1])[C:3]=3[CH3:22])[CH2:9]2)=[O:21])[CH2:17][CH2:18][O:19][CH3:20])(=[O:32])=[O:31])[CH:27]=[CH:28][CH:29]=1. (7) The product is: [CH3:1][S:2]([NH:7][CH2:8][CH2:9][CH2:10][NH:11][C:12](=[O:39])[C:13]1[CH:18]=[CH:17][CH:16]=[C:15]([C:19]2[C:24]3[CH:25]=[C:26]([CH2:28][C:29]4[CH:34]=[CH:33][CH:32]=[C:31]([C:35]([F:36])([F:37])[F:38])[CH:30]=4)[O:27][C:23]=3[CH:22]=[CH:21][CH:20]=2)[CH:14]=1)(=[O:4])=[O:3]. Given the reactants [CH3:1][S:2](Cl)(=[O:4])=[O:3].Cl.[NH2:7][CH2:8][CH2:9][CH2:10][NH:11][C:12](=[O:39])[C:13]1[CH:18]=[CH:17][CH:16]=[C:15]([C:19]2[C:24]3[CH:25]=[C:26]([CH2:28][C:29]4[CH:34]=[CH:33][CH:32]=[C:31]([C:35]([F:38])([F:37])[F:36])[CH:30]=4)[O:27][C:23]=3[CH:22]=[CH:21][CH:20]=2)[CH:14]=1.C(N(CC)CC)C.Cl, predict the reaction product.